From a dataset of Reaction yield outcomes from USPTO patents with 853,638 reactions. Predict the reaction yield, written as a fraction of the theoretical maximum amount of product (1.0 means a 100% yield; for example, 0.34 means a 34% yield). (1) The reactants are [Cl:1][C:2]1[CH:7]=[C:6]([O:8][C:9]2[CH:14]=[C:13]([F:15])[C:12]([N+:16]([O-])=O)=[CH:11][C:10]=2[F:19])[CH:5]=[CH:4][N:3]=1.[Cl-].[NH4+]. The catalyst is C1COCC1.CO.[Zn]. The product is [Cl:1][C:2]1[CH:7]=[C:6]([O:8][C:9]2[C:10]([F:19])=[CH:11][C:12]([NH2:16])=[C:13]([F:15])[CH:14]=2)[CH:5]=[CH:4][N:3]=1. The yield is 1.00. (2) The reactants are [O:1]1[C:7]2[CH:8]=[CH:9][C:10]([C:12]3[CH:13]=[CH:14][C:15]([NH2:18])=[N:16][CH:17]=3)=[CH:11][C:6]=2[CH2:5][NH:4][CH2:3][CH2:2]1.C(N(CC)CC)C.[F:26][C:27]1[C:28]([CH3:40])=[C:29]([CH:33]=[CH:34][C:35]=1[S:36]([CH3:39])(=[O:38])=[O:37])[C:30](Cl)=[O:31]. The catalyst is ClCCl.O. The product is [NH2:18][C:15]1[N:16]=[CH:17][C:12]([C:10]2[CH:9]=[CH:8][C:7]3[O:1][CH2:2][CH2:3][N:4]([C:30]([C:29]4[CH:33]=[CH:34][C:35]([S:36]([CH3:39])(=[O:38])=[O:37])=[C:27]([F:26])[C:28]=4[CH3:40])=[O:31])[CH2:5][C:6]=3[CH:11]=2)=[CH:13][CH:14]=1. The yield is 0.700.